Dataset: Peptide-MHC class II binding affinity with 134,281 pairs from IEDB. Task: Regression. Given a peptide amino acid sequence and an MHC pseudo amino acid sequence, predict their binding affinity value. This is MHC class II binding data. (1) The peptide sequence is VREAIKRRLRTLILA. The MHC is DRB1_0901 with pseudo-sequence DRB1_0901. The binding affinity (normalized) is 0.178. (2) The peptide sequence is AANWILRGTSFVYVP. The MHC is DRB1_0701 with pseudo-sequence DRB1_0701. The binding affinity (normalized) is 0.650. (3) The peptide sequence is ILPNTLVLDFCDDAL. The MHC is HLA-DPA10103-DPB10401 with pseudo-sequence HLA-DPA10103-DPB10401. The binding affinity (normalized) is 0.189. (4) The peptide sequence is GPKEPFRDYVDRFYKTLR. The MHC is HLA-DQA10301-DQB10302 with pseudo-sequence HLA-DQA10301-DQB10302. The binding affinity (normalized) is 0.0935. (5) The peptide sequence is LLWDYMCISLSTAIE. The MHC is DRB1_0301 with pseudo-sequence DRB1_0301. The binding affinity (normalized) is 0.481.